This data is from Full USPTO retrosynthesis dataset with 1.9M reactions from patents (1976-2016). The task is: Predict the reactants needed to synthesize the given product. (1) Given the product [Cl:1][C:2]1[CH:3]=[C:4]([CH:5]([OH:6])[C:12]([F:14])([F:13])[F:11])[CH:7]=[C:8]([Cl:10])[CH:9]=1, predict the reactants needed to synthesize it. The reactants are: [Cl:1][C:2]1[CH:3]=[C:4]([CH:7]=[C:8]([Cl:10])[CH:9]=1)[CH:5]=[O:6].[F:11][C:12]([Si](C)(C)C)([F:14])[F:13].[F-].C([N+](CCCC)(CCCC)CCCC)CCC. (2) Given the product [CH:14]1([C:11]2[CH:12]=[CH:13][C:8]3[N:7]=[C:20]([C:22]4[CH:27]=[CH:26][N:25]=[C:24]([C:28]#[N:29])[CH:23]=4)[CH2:19][C:18](=[O:30])[NH:17][C:9]=3[CH:10]=2)[CH2:16][CH2:15]1, predict the reactants needed to synthesize it. The reactants are: C(OC(=O)[NH:7][C:8]1[CH:13]=[CH:12][C:11]([CH:14]2[CH2:16][CH2:15]2)=[CH:10][C:9]=1[NH:17][C:18](=[O:30])[CH2:19][C:20]([C:22]1[CH:27]=[CH:26][N:25]=[C:24]([C:28]#[N:29])[CH:23]=1)=O)(C)(C)C.C(O)(C(F)(F)F)=O.